This data is from Reaction yield outcomes from USPTO patents with 853,638 reactions. The task is: Predict the reaction yield, written as a fraction of the theoretical maximum amount of product (1.0 means a 100% yield; for example, 0.34 means a 34% yield). (1) The reactants are [F:1][C:2]1[CH:17]=[CH:16][CH:15]=[CH:14][C:3]=1[CH2:4][O:5][C:6]1[CH:7]=[CH:8][C:9]([C:12]#[N:13])=[N:10][CH:11]=1.CC(C[AlH]CC(C)C)C.Cl.C(=O)(O)[O-].[Na+].[CH3:33][C:34]([S@:37](N)=[O:38])([CH3:36])[CH3:35]. The catalyst is ClCCl.S([O-])([O-])(=O)=O.[Cu+2].CO. The product is [F:1][C:2]1[CH:17]=[CH:16][CH:15]=[CH:14][C:3]=1[CH2:4][O:5][C:6]1[CH:7]=[CH:8][C:9](/[CH:12]=[N:13]/[S@@:37]([C:34]([CH3:36])([CH3:35])[CH3:33])=[O:38])=[N:10][CH:11]=1. The yield is 0.360. (2) The reactants are [Br:1][CH2:2][C:3]([C:5]1[C:6](=[O:16])[O:7][C:8]2[C:13]([CH:14]=1)=[CH:12][CH:11]=[C:10]([F:15])[CH:9]=2)=O.[CH3:17][C:18]1[CH:19]=[N:20][C:21]([NH2:24])=[N:22][CH:23]=1. The catalyst is CCO. The product is [BrH:1].[F:15][C:10]1[CH:9]=[C:8]2[C:13]([CH:14]=[C:5]([C:3]3[N:24]=[C:21]4[N:22]=[CH:23][C:18]([CH3:17])=[CH:19][N:20]4[CH:2]=3)[C:6](=[O:16])[O:7]2)=[CH:12][CH:11]=1. The yield is 0.420. (3) The reactants are C[O:2][C:3](=[O:38])[C@H:4]([CH2:28][NH:29][C:30](=[O:37])[C:31]1[CH:36]=[CH:35][CH:34]=[CH:33][CH:32]=1)[NH:5][C:6](=[O:27])[C:7]1[CH:12]=[CH:11][C:10]([C:13]([NH:15][CH2:16][C:17]2[CH:25]=[CH:24][CH:23]=[C:22]3[C:18]=2[CH:19]=[CH:20][NH:21]3)=[O:14])=[CH:9][C:8]=1[Cl:26].O.[OH-].[Li+]. The catalyst is O1CCCC1.CO.O. The product is [C:30]([NH:29][CH2:28][C@@H:4]([C:3]([OH:38])=[O:2])[NH:5][C:6](=[O:27])[C:7]1[CH:12]=[CH:11][C:10]([C:13]([NH:15][CH2:16][C:17]2[CH:25]=[CH:24][CH:23]=[C:22]3[C:18]=2[CH:19]=[CH:20][NH:21]3)=[O:14])=[CH:9][C:8]=1[Cl:26])(=[O:37])[C:31]1[CH:36]=[CH:35][CH:34]=[CH:33][CH:32]=1. The yield is 0.750. (4) The reactants are [OH:1][CH2:2][CH2:3][O:4][C:5]1[CH:10]=[CH:9][C:8]([C:11]([C:13]2[CH:18]=[CH:17][C:16]([OH:19])=[CH:15][CH:14]=2)=O)=[CH:7][CH:6]=1.[CH3:20][C:21]1([CH3:30])[CH2:26][C:25]([CH3:28])([CH3:27])[CH2:24][C:23](=O)[CH2:22]1. The catalyst is C1COCC1.[Zn].Cl[Ti](Cl)(Cl)Cl. The product is [OH:1][CH2:2][CH2:3][O:4][C:5]1[CH:10]=[CH:9][C:8]([C:11](=[C:23]2[CH2:24][C:25]([CH3:28])([CH3:27])[CH2:26][C:21]([CH3:30])([CH3:20])[CH2:22]2)[C:13]2[CH:18]=[CH:17][C:16]([OH:19])=[CH:15][CH:14]=2)=[CH:7][CH:6]=1. The yield is 0.420. (5) The reactants are [CH2:1]([I:3])[CH3:2].[CH3:4][O:5][C:6]1[CH:7]=[C:8]2[C:13](=[C:14]([O:16][CH3:17])[CH:15]=1)[CH:12]=[N:11][CH2:10][CH2:9]2. The catalyst is C(#N)C. The product is [I-:3].[CH2:10]([N+:11]1[CH2:2][CH2:1][C:8]2[C:13](=[C:14]([O:16][CH3:17])[CH:15]=[C:6]([O:5][CH3:4])[CH:7]=2)[CH:12]=1)[CH3:9]. The yield is 0.950. (6) The reactants are [F:1][C:2]([F:15])([F:14])[C:3]1[CH:4]=[C:5]2[C:10](=[CH:11][CH:12]=1)[N:9]=[CH:8][CH:7]=[C:6]2[OH:13].C([O-])([O-])=O.[Cs+].[Cs+].Br[CH2:23][CH2:24][CH2:25][CH2:26][CH2:27][O:28][C:29]1[C:30](=[O:37])[CH:31]=[C:32]([CH2:35][OH:36])[O:33][CH:34]=1.O. The catalyst is CN(C=O)C. The product is [F:15][C:2]([F:1])([F:14])[C:3]1[CH:4]=[C:5]2[C:10](=[CH:11][CH:12]=1)[N:9]=[CH:8][CH:7]=[C:6]2[O:13][CH2:23][CH2:24][CH2:25][CH2:26][CH2:27][O:28][C:29]1[C:30](=[O:37])[CH:31]=[C:32]([CH2:35][OH:36])[O:33][CH:34]=1. The yield is 0.210. (7) The reactants are [Cl-].[F:2][C:3]1[CH:4]=[N:5][C:6]([NH+:9]2[C:17]3[CH2:16][C@H:15]([CH3:18])[NH:14][CH2:13][C:12]=3[N:11]=[N:10]2)=[N:7][CH:8]=1.C(N(CC)CC)C.[F:26][C:27]1[C:35]([C:36]([F:39])([F:38])[F:37])=[CH:34][CH:33]=[CH:32][C:28]=1[C:29](Cl)=[O:30].C([O-])(O)=O.[Na+]. The catalyst is C(Cl)Cl. The product is [F:2][C:3]1[CH:4]=[N:5][C:6]([N:9]2[C:17]3[CH2:16][C@H:15]([CH3:18])[N:14]([C:29]([C:28]4[CH:32]=[CH:33][CH:34]=[C:35]([C:36]([F:37])([F:38])[F:39])[C:27]=4[F:26])=[O:30])[CH2:13][C:12]=3[N:11]=[N:10]2)=[N:7][CH:8]=1. The yield is 0.930. (8) The reactants are C[C:2]([CH3:5])([O-:4])C.[K+].[CH:7](=O)[C:8]1[CH:13]=[CH:12][CH:11]=[N:10][CH:9]=1.C1C[O:18][CH2:17][CH2:16]1. No catalyst specified. The product is [N:10]1[CH:11]=[CH:12][CH:13]=[C:8](/[CH:7]=[CH:16]/[C:17]([O:4][CH2:2][CH3:5])=[O:18])[CH:9]=1. The yield is 0.847.